Dataset: Catalyst prediction with 721,799 reactions and 888 catalyst types from USPTO. Task: Predict which catalyst facilitates the given reaction. (1) Reactant: [Si:1]([O:8][CH2:9][CH2:10][CH2:11][CH2:12][N:13]([C:18]1[C:35]([CH:36]2[CH2:38][CH2:37]2)=[CH:34][C:21]2[C:22]([C:32]#[N:33])=[C:23]([C:25]3[CH:30]=[CH:29][C:28]([F:31])=[CH:27][CH:26]=3)[O:24][C:20]=2[CH:19]=1)[S:14]([CH3:17])(=[O:16])=[O:15])([C:4]([CH3:7])([CH3:6])[CH3:5])([CH3:3])[CH3:2].[NH2:39][OH:40]. The catalyst class is: 8. Product: [Si:1]([O:8][CH2:9][CH2:10][CH2:11][CH2:12][N:13]([S:14]([CH3:17])(=[O:16])=[O:15])[C:18]1[C:35]([CH:36]2[CH2:38][CH2:37]2)=[CH:34][C:21]2[C:22]([C:32](=[NH:33])[NH:39][OH:40])=[C:23]([C:25]3[CH:26]=[CH:27][C:28]([F:31])=[CH:29][CH:30]=3)[O:24][C:20]=2[CH:19]=1)([C:4]([CH3:7])([CH3:5])[CH3:6])([CH3:3])[CH3:2]. (2) Reactant: [Cl:1][C:2]1[C:7]([N+:8]([O-:10])=[O:9])=[CH:6][CH:5]=[CH:4][C:3]=1[OH:11].C(=O)([O-])[O-].[Cs+].[Cs+].[CH3:18][O:19][C:20](=[O:33])[CH:21](OS(C(F)(F)F)(=O)=O)[CH2:22][CH:23]=[CH2:24].[I-].[K+]. Product: [CH3:18][O:19][C:20](=[O:33])[CH:21]([O:11][C:3]1[CH:4]=[CH:5][CH:6]=[C:7]([N+:8]([O-:10])=[O:9])[C:2]=1[Cl:1])[CH2:22][CH:23]=[CH2:24]. The catalyst class is: 264.